From a dataset of Peptide-MHC class I binding affinity with 185,985 pairs from IEDB/IMGT. Regression. Given a peptide amino acid sequence and an MHC pseudo amino acid sequence, predict their binding affinity value. This is MHC class I binding data. (1) The peptide sequence is PEIRRWIIF. The MHC is HLA-A01:01 with pseudo-sequence HLA-A01:01. The binding affinity (normalized) is 0.0847. (2) The peptide sequence is AENLWVTVY. The MHC is HLA-A02:03 with pseudo-sequence HLA-A02:03. The binding affinity (normalized) is 0. (3) The peptide sequence is IVRTNRNEL. The MHC is HLA-B08:02 with pseudo-sequence HLA-B08:02. The binding affinity (normalized) is 0.0847. (4) The peptide sequence is YVPTEFWGF. The MHC is HLA-A02:01 with pseudo-sequence HLA-A02:01. The binding affinity (normalized) is 0.139. (5) The peptide sequence is TVLGLGLSLK. The MHC is HLA-A02:03 with pseudo-sequence HLA-A02:03. The binding affinity (normalized) is 0. (6) The peptide sequence is RIAGRHMAV. The MHC is HLA-B07:02 with pseudo-sequence HLA-B07:02. The binding affinity (normalized) is 0.559. (7) The peptide sequence is CSEVPQSGY. The MHC is HLA-B15:01 with pseudo-sequence HLA-B15:01. The binding affinity (normalized) is 0.0847. (8) The peptide sequence is TSAPDTRPA. The MHC is HLA-A29:02 with pseudo-sequence HLA-A29:02. The binding affinity (normalized) is 0. (9) The peptide sequence is GGDDFEAV. The MHC is H-2-Kb with pseudo-sequence H-2-Kb. The binding affinity (normalized) is 0. (10) The peptide sequence is ILGIIITVGM. The MHC is HLA-A68:02 with pseudo-sequence HLA-A68:02. The binding affinity (normalized) is 0.0246.